From a dataset of Aqueous solubility values for 9,982 compounds from the AqSolDB database. Regression/Classification. Given a drug SMILES string, predict its absorption, distribution, metabolism, or excretion properties. Task type varies by dataset: regression for continuous measurements (e.g., permeability, clearance, half-life) or binary classification for categorical outcomes (e.g., BBB penetration, CYP inhibition). For this dataset (solubility_aqsoldb), we predict Y. (1) The drug is COc1ccc(NC(=O)N(C)C)cc1Cl. The Y is -2.56 log mol/L. (2) The drug is C[Si](C)(C)O[Si](O[Si](C)(C)C)(O[Si](C)(C)C)O[Si](C)(C)C. The Y is -9.41 log mol/L.